This data is from Full USPTO retrosynthesis dataset with 1.9M reactions from patents (1976-2016). The task is: Predict the reactants needed to synthesize the given product. (1) Given the product [Cl:27][C:26]1[CH:25]=[N:24][CH:23]=[C:22]([Cl:28])[C:21]=1[NH:20][C:14]1[C:13]2[C:18](=[C:9]([O:8][CH2:7][CH2:6][CH2:5][CH2:4][CH2:3][CH2:2][N:32]([CH2:33][CH2:34][CH2:35][OH:36])[CH3:31])[C:10]([O:29][CH3:30])=[CH:11][CH:12]=2)[NH:17][C:16](=[O:19])[CH:15]=1, predict the reactants needed to synthesize it. The reactants are: Cl[CH2:2][CH2:3][CH2:4][CH2:5][CH2:6][CH2:7][O:8][C:9]1[C:10]([O:29][CH3:30])=[CH:11][CH:12]=[C:13]2[C:18]=1[NH:17][C:16](=[O:19])[CH:15]=[C:14]2[NH:20][C:21]1[C:26]([Cl:27])=[CH:25][N:24]=[CH:23][C:22]=1[Cl:28].[CH3:31][NH:32][CH2:33][CH2:34][CH2:35][OH:36]. (2) Given the product [Cl:1][C:2]1[CH:3]=[CH:4][C:5]([O:18][CH2:19][C:20]2[CH:25]=[CH:24][C:23]([Cl:26])=[CH:22][C:21]=2[F:27])=[C:6]([CH2:8][C:9]2[N:14]=[C:13]([C:15]([NH:37][S:34]([C:28]3[CH:33]=[CH:32][CH:31]=[CH:30][CH:29]=3)(=[O:36])=[O:35])=[O:16])[CH:12]=[CH:11][CH:10]=2)[CH:7]=1, predict the reactants needed to synthesize it. The reactants are: [Cl:1][C:2]1[CH:3]=[CH:4][C:5]([O:18][CH2:19][C:20]2[CH:25]=[CH:24][C:23]([Cl:26])=[CH:22][C:21]=2[F:27])=[C:6]([CH2:8][C:9]2[N:14]=[C:13]([C:15](O)=[O:16])[CH:12]=[CH:11][CH:10]=2)[CH:7]=1.[C:28]1([S:34]([NH2:37])(=[O:36])=[O:35])[CH:33]=[CH:32][CH:31]=[CH:30][CH:29]=1.Cl.CN(C)CCCN=C=NCC. (3) Given the product [ClH:1].[F:18][C:19]([F:28])([F:29])[O:20][C:21]1[CH:22]=[C:23]([CH:25]=[CH:26][CH:27]=1)[NH:24][C:2]1[CH:7]=[C:6]([C:8]([F:11])([F:10])[F:9])[N:5]=[C:4]([C:12]2[CH:17]=[CH:16][CH:15]=[CH:14][N:13]=2)[N:3]=1, predict the reactants needed to synthesize it. The reactants are: [Cl:1][C:2]1[CH:7]=[C:6]([C:8]([F:11])([F:10])[F:9])[N:5]=[C:4]([C:12]2[CH:17]=[CH:16][CH:15]=[CH:14][N:13]=2)[N:3]=1.[F:18][C:19]([F:29])([F:28])[O:20][C:21]1[CH:22]=[C:23]([CH:25]=[CH:26][CH:27]=1)[NH2:24].Cl. (4) Given the product [S:16]1[C:15]2[C:19]3[CH:24]=[CH:23][CH:22]=[CH:21][C:20]=3[O:1][C:2]3([CH2:6][CH2:5][N:4]([C:7]([O:9][C:10]([CH3:13])([CH3:12])[CH3:11])=[O:8])[CH2:3]3)[C:14]=2[CH:18]=[CH:17]1, predict the reactants needed to synthesize it. The reactants are: [OH:1][C:2]1([C:14]2[CH:18]=[CH:17][S:16][C:15]=2[C:19]2[CH:24]=[CH:23][CH:22]=[CH:21][C:20]=2O)[CH2:6][CH2:5][N:4]([C:7]([O:9][C:10]([CH3:13])([CH3:12])[CH3:11])=[O:8])[CH2:3]1.B(F)(F)F.O. (5) Given the product [CH3:1][N:2]([C:12]([C:10]1[CH:9]=[CH:8][N:7]=[C:6]([S:5][CH3:4])[N:11]=1)=[O:13])[NH2:3], predict the reactants needed to synthesize it. The reactants are: [CH3:1][NH:2][NH2:3].[CH3:4][S:5][C:6]1[N:11]=[C:10]([C:12](Cl)=[O:13])[CH:9]=[CH:8][N:7]=1. (6) Given the product [Cl:1][C:2]1[CH:3]=[CH:4][CH:5]=[C:6]2[C:11]=1[N:10]=[C:9]([C:12]1[CH:17]=[CH:16][CH:15]=[CH:14][C:13]=1[Cl:18])[C:8]([CH2:19][NH:20][C:22]1[CH:27]=[CH:26][N:25]=[C:24]3[NH:28][CH:29]=[N:30][C:23]=13)=[CH:7]2, predict the reactants needed to synthesize it. The reactants are: [Cl:1][C:2]1[CH:3]=[CH:4][CH:5]=[C:6]2[C:11]=1[N:10]=[C:9]([C:12]1[CH:17]=[CH:16][CH:15]=[CH:14][C:13]=1[Cl:18])[C:8]([CH2:19][NH2:20])=[CH:7]2.Cl[C:22]1[CH:27]=[CH:26][N:25]=[C:24]2[N:28](C(OC(C)(C)C)=O)[CH:29]=[N:30][C:23]=12.C(N(C(C)C)CC)(C)C.C(O)CCC.